The task is: Predict which catalyst facilitates the given reaction.. This data is from Catalyst prediction with 721,799 reactions and 888 catalyst types from USPTO. (1) Reactant: [OH:1][C:2]1[CH:7]=[CH:6][C:5]([C:8]23[CH2:17][CH:12]4[CH2:13][CH:14]([CH2:16][C:10]([C:18]5[CH:23]=[CH:22][C:21]([OH:24])=[C:20]([CH:25]6[CH2:30][CH2:29][CH2:28][CH2:27][CH2:26]6)[CH:19]=5)([CH2:11]4)[CH2:9]2)[CH2:15]3)=[CH:4][C:3]=1[CH:31]1[CH2:36][CH2:35][CH2:34][CH2:33][CH2:32]1.[CH2:37]([CH:39]1[O:41][CH2:40]1)Cl.[OH-].[Na+].CC([CH2:47][C:48]([CH3:50])=[O:49])C. Product: [CH2:37]([O:1][C:2]1[CH:7]=[CH:6][C:5]([C:8]23[CH2:17][CH:12]4[CH2:13][CH:14]([CH2:16][C:10]([C:18]5[CH:23]=[CH:22][C:21]([O:24][CH2:47][CH:48]6[O:49][CH2:50]6)=[C:20]([CH:25]6[CH2:30][CH2:29][CH2:28][CH2:27][CH2:26]6)[CH:19]=5)([CH2:11]4)[CH2:9]2)[CH2:15]3)=[CH:4][C:3]=1[CH:31]1[CH2:32][CH2:33][CH2:34][CH2:35][CH2:36]1)[CH:39]1[O:41][CH2:40]1. The catalyst class is: 16. (2) Reactant: [C:1](Cl)(=[O:5])[CH:2]([CH3:4])[CH3:3].[NH2:7][CH2:8][CH2:9][O:10][CH2:11][CH2:12][N:13]1[C:21]2[C:20]([CH3:22])=[C:19]([CH3:23])[N:18]=[C:17]([NH2:24])[C:16]=2[N:15]=[C:14]1[CH3:25].C(N(CC)CC)C. Product: [NH2:24][C:17]1[C:16]2[N:15]=[C:14]([CH3:25])[N:13]([CH2:12][CH2:11][O:10][CH2:9][CH2:8][NH:7][C:1](=[O:5])[CH:2]([CH3:4])[CH3:3])[C:21]=2[C:20]([CH3:22])=[C:19]([CH3:23])[N:18]=1. The catalyst class is: 22. (3) Reactant: [OH:1][C:2]1[C:11]2[C:6](=[C:7]([OH:12])[CH:8]=[CH:9][CH:10]=2)[CH:5]=[CH:4][CH:3]=1.Br[CH2:14][CH2:15][CH2:16][CH2:17][CH2:18][CH3:19].Br[CH2:21][CH2:22][CH2:23][CH2:24][CH2:25][CH2:26][CH2:27][CH2:28][CH2:29][CH2:30][CH2:31][OH:32]. Product: [CH2:14]([O:1][C:2]1[CH:3]=[CH:4][CH:5]=[C:6]2[C:11]=1[CH:10]=[CH:9][CH:8]=[C:7]2[O:12][CH2:21][CH2:22][CH2:23][CH2:24][CH2:25][CH2:26][CH2:27][CH2:28][CH2:29][CH2:30][CH2:31][OH:32])[CH2:15][CH2:16][CH2:17][CH2:18][CH3:19]. The catalyst class is: 28. (4) Reactant: [H-].[Na+].[C:3]([O:11][C:12]([CH3:15])([CH3:14])[CH3:13])(=[O:10])[CH2:4][C:5]([O:7][CH2:8][CH3:9])=[O:6].I[CH2:17][CH2:18][C:19]#[CH:20]. Product: [CH2:20]([CH:4]([C:5]([O:7][CH2:8][CH3:9])=[O:6])[C:3]([O:11][C:12]([CH3:14])([CH3:13])[CH3:15])=[O:10])[CH2:19][C:18]#[CH:17]. The catalyst class is: 215. (5) Reactant: COCCN(S(F)(F)F)CCOC.O[CH2:15][CH2:16][CH:17]([NH:24][C:25]([C:27]1[N:28]([CH3:44])[C:29]([C:38]2[CH:43]=[CH:42][CH:41]=[CH:40][CH:39]=2)=[N:30][C:31]=1[C:32]1[CH:37]=[CH:36][CH:35]=[CH:34][CH:33]=1)=[O:26])[C:18]1[CH:23]=[CH:22][CH:21]=[CH:20][CH:19]=1.C([O-])(O)=O.[Na+]. Product: [C:18]1([CH:17]([NH:24][C:25]([C:27]2[N:28]([CH3:44])[C:29]([C:38]3[CH:43]=[CH:42][CH:41]=[CH:40][CH:39]=3)=[N:30][C:31]=2[C:32]2[CH:33]=[CH:34][CH:35]=[CH:36][CH:37]=2)=[O:26])[CH:16]=[CH2:15])[CH:19]=[CH:20][CH:21]=[CH:22][CH:23]=1. The catalyst class is: 2. (6) Reactant: [C:1]([C:3]1([C:8](OCC)=[O:9])[CH2:7][CH2:6][CH2:5][CH2:4]1)#[N:2].[BH4-].[Na+].Cl. Product: [OH:9][CH2:8][C:3]1([C:1]#[N:2])[CH2:7][CH2:6][CH2:5][CH2:4]1. The catalyst class is: 30. (7) Reactant: [CH2:1]([O:8][C:9]([NH:11][C@H:12]1[CH2:16][CH2:15][N:14]([C@@H:17]([CH3:21])[C:18]([OH:20])=O)[C:13]1=[O:22])=[O:10])[C:2]1[CH:7]=[CH:6][CH:5]=[CH:4][CH:3]=1.CN(C(ON1N=NC2C=CC=CC1=2)=[N+](C)C)C.[B-](F)(F)(F)F.C(N(CC)C(C)C)(C)C.[NH:54]1[CH2:59][CH2:58][O:57][CH2:56][CH2:55]1.[Cl-].[NH4+]. Product: [CH3:21][C@H:17]([N:14]1[CH2:15][CH2:16][C@H:12]([NH:11][C:9](=[O:10])[O:8][CH2:1][C:2]2[CH:3]=[CH:4][CH:5]=[CH:6][CH:7]=2)[C:13]1=[O:22])[C:18]([N:54]1[CH2:59][CH2:58][O:57][CH2:56][CH2:55]1)=[O:20]. The catalyst class is: 3. (8) The catalyst class is: 449. Reactant: [Cl:1][C:2]1[CH:11]=[C:10]([C:12](=O)[CH3:13])[C:9]([N:15]2[CH2:20][CH2:19][CH2:18][CH:17]([O:21][CH3:22])[CH2:16]2)=[C:8]2[C:3]=1[CH:4]=[CH:5][CH:6]=[N:7]2.C([O-])(=O)C.[NH4+].C([BH3-])#[N:29].[Na+].O1CCCC1. Product: [Cl:1][C:2]1[CH:11]=[C:10]([CH:12]([NH2:29])[CH3:13])[C:9]([N:15]2[CH2:20][CH2:19][CH2:18][CH:17]([O:21][CH3:22])[CH2:16]2)=[C:8]2[C:3]=1[CH:4]=[CH:5][CH:6]=[N:7]2. (9) The catalyst class is: 174. Reactant: [OH:1][CH:2]1[CH2:5][CH:4]([C:6]([N:8]([O:10][CH3:11])[CH3:9])=[O:7])[CH2:3]1.[C:12]([Si:16](Cl)([C:23]1[CH:28]=[CH:27][CH:26]=[CH:25][CH:24]=1)[C:17]1[CH:22]=[CH:21][CH:20]=[CH:19][CH:18]=1)([CH3:15])([CH3:14])[CH3:13].N1C=CN=C1. Product: [Si:16]([O:1][CH:2]1[CH2:5][CH:4]([C:6]([N:8]([O:10][CH3:11])[CH3:9])=[O:7])[CH2:3]1)([C:12]([CH3:15])([CH3:14])[CH3:13])([C:23]1[CH:24]=[CH:25][CH:26]=[CH:27][CH:28]=1)[C:17]1[CH:22]=[CH:21][CH:20]=[CH:19][CH:18]=1.